Binary Classification. Given a drug SMILES string, predict its activity (active/inactive) in a high-throughput screening assay against a specified biological target. From a dataset of HIV replication inhibition screening data with 41,000+ compounds from the AIDS Antiviral Screen. The drug is CC1=C2C(c3ccccc3)C3C=CC2(c2ccccc23)N(C(=O)C(c2ccccc2)c2ccccc2)C1=O. The result is 0 (inactive).